Predict the product of the given reaction. From a dataset of Forward reaction prediction with 1.9M reactions from USPTO patents (1976-2016). (1) Given the reactants Cl[C:2]1[C:7]([Cl:8])=[CH:6][C:5]([C:9]([F:12])([F:11])[F:10])=[CH:4][N:3]=1.[O:13]([C:20]1[CH:40]=[CH:39][C:23]([CH2:24][NH:25][S:26]([C:29]2[CH:38]=[CH:37][C:32]([C:33]([O:35][CH3:36])=[O:34])=[CH:31][CH:30]=2)(=[O:28])=[O:27])=[CH:22][CH:21]=1)[C:14]1[CH:19]=[CH:18][CH:17]=[CH:16][CH:15]=1, predict the reaction product. The product is: [Cl:8][C:7]1[C:2]([N:25]([CH2:24][C:23]2[CH:39]=[CH:40][C:20]([O:13][C:14]3[CH:15]=[CH:16][CH:17]=[CH:18][CH:19]=3)=[CH:21][CH:22]=2)[S:26]([C:29]2[CH:30]=[CH:31][C:32]([C:33]([O:35][CH3:36])=[O:34])=[CH:37][CH:38]=2)(=[O:28])=[O:27])=[N:3][CH:4]=[C:5]([C:9]([F:12])([F:11])[F:10])[CH:6]=1. (2) The product is: [C:1]([O:5][C:6]([N:8]1[CH2:12][CH:11]=[C:10]([C:13]2[CH:14]=[CH:15][CH:16]=[C:17]([C:19]([N:33]3[CH2:34][CH2:35][CH:30]([C:24]4[C:25]([CH3:29])=[CH:26][CH:27]=[CH:28][C:23]=4[F:22])[CH2:31][CH2:32]3)=[O:21])[N:18]=2)[CH2:9]1)=[O:7])([CH3:2])([CH3:3])[CH3:4]. Given the reactants [C:1]([O:5][C:6]([N:8]1[CH2:12][CH:11]=[C:10]([C:13]2[N:18]=[C:17]([C:19]([OH:21])=O)[CH:16]=[CH:15][CH:14]=2)[CH2:9]1)=[O:7])([CH3:4])([CH3:3])[CH3:2].[F:22][C:23]1[CH:28]=[CH:27][CH:26]=[C:25]([CH3:29])[C:24]=1[CH:30]1[CH2:35][CH2:34][NH:33][CH2:32][CH2:31]1.F[P-](F)(F)(F)(F)F.N1(OC(N(C)C)=[N+](C)C)C2N=CC=CC=2N=N1.CCN(C(C)C)C(C)C, predict the reaction product.